This data is from TCR-epitope binding with 47,182 pairs between 192 epitopes and 23,139 TCRs. The task is: Binary Classification. Given a T-cell receptor sequence (or CDR3 region) and an epitope sequence, predict whether binding occurs between them. (1) Result: 0 (the TCR does not bind to the epitope). The epitope is NLWNTFTRL. The TCR CDR3 sequence is CASSPRASGGDEQFF. (2) The epitope is RLDKVEAEV. The TCR CDR3 sequence is CASSLRGAVTEAFF. Result: 0 (the TCR does not bind to the epitope). (3) The TCR CDR3 sequence is CASSLVTGGEYGNEQFF. Result: 1 (the TCR binds to the epitope). The epitope is TPINLVRDL. (4) The TCR CDR3 sequence is CSARRLQGELDTQYF. The epitope is KLGGALQAK. Result: 1 (the TCR binds to the epitope). (5) The epitope is KLWAQCVQL. The TCR CDR3 sequence is CASSPGLAGVGYEQYF. Result: 1 (the TCR binds to the epitope). (6) The epitope is SSTFNVPMEKLK. The TCR CDR3 sequence is CASSFGTSEQFF. Result: 0 (the TCR does not bind to the epitope). (7) The epitope is KLSALGINAV. The TCR CDR3 sequence is CASSSKTSGGTDTQYF. Result: 0 (the TCR does not bind to the epitope). (8) The epitope is FPPTSFGPL. The TCR CDR3 sequence is CASTPGTSGETYYNEQFF. Result: 1 (the TCR binds to the epitope). (9) The epitope is CINGVCWTV. The TCR CDR3 sequence is CASSELGTGDYEQYF. Result: 1 (the TCR binds to the epitope). (10) The epitope is IYSKHTPINL. The TCR CDR3 sequence is CASEIGNSGQETQYF. Result: 0 (the TCR does not bind to the epitope).